From a dataset of Reaction yield outcomes from USPTO patents with 853,638 reactions. Predict the reaction yield, written as a fraction of the theoretical maximum amount of product (1.0 means a 100% yield; for example, 0.34 means a 34% yield). (1) The reactants are [CH3:1][O:2][CH2:3][C:4]1[N:9]=[CH:8][N:7]=[C:6](O)[CH:5]=1.P(Cl)(Cl)([Cl:13])=O. The catalyst is ClCCl. The product is [Cl:13][C:6]1[CH:5]=[C:4]([CH2:3][O:2][CH3:1])[N:9]=[CH:8][N:7]=1. The yield is 0.770. (2) The reactants are [F:1][C:2]1[CH:7]=[CH:6][C:5]([C:8]2[C:13]([C:14]([O:16][CH3:17])=[O:15])=[C:12]([CH:18]([CH3:20])[CH3:19])[N:11]=[C:10](O)[N:9]=2)=[CH:4][CH:3]=1.C(=O)([O-])[O-].[K+].[K+].C1(C)C=CC(S(Cl)(=O)=O)=CC=1.[CH3:39][NH:40][S:41]([CH3:44])(=[O:43])=[O:42]. The catalyst is CC(C)=O.O.C(OCCCC)(=O)C. The product is [F:1][C:2]1[CH:7]=[CH:6][C:5]([C:8]2[C:13]([C:14]([O:16][CH3:17])=[O:15])=[C:12]([CH:18]([CH3:20])[CH3:19])[N:11]=[C:10]([N:40]([CH3:39])[S:41]([CH3:44])(=[O:43])=[O:42])[N:9]=2)=[CH:4][CH:3]=1. The yield is 0.860. (3) The reactants are [CH3:1][C:2]1[CH:14]=[CH:13][CH:12]=[CH:11][C:3]=1[CH2:4][CH:5]([C:8](=O)[CH3:9])[C:6]#[N:7].O.[NH2:16][NH2:17]. The catalyst is C(O)C. The product is [CH3:9][C:8]1[C:5]([CH2:4][C:3]2[CH:11]=[CH:12][CH:13]=[CH:14][C:2]=2[CH3:1])=[C:6]([NH2:7])[NH:17][N:16]=1. The yield is 0.380. (4) The product is [Br:16][C:17]1[CH:18]=[N:19][N:20]2[CH:25]=[CH:24][C:23]([N:9]3[C@@H:8]([C:3]4[CH:4]=[CH:5][CH:6]=[CH:7][C:2]=4[Cl:1])[CH2:12][O:11][C:10]3=[O:13])=[N:22][C:21]=12. The yield is 0.341. The reactants are [Cl:1][C:2]1[CH:7]=[CH:6][CH:5]=[CH:4][C:3]=1[C@H:8]1[CH2:12][O:11][C:10](=[O:13])[NH:9]1.[H-].[Na+].[Br:16][C:17]1[CH:18]=[N:19][N:20]2[CH:25]=[CH:24][C:23](Cl)=[N:22][C:21]=12.[Cl-].[NH4+]. The catalyst is CN(C=O)C. (5) The reactants are [F:1][C:2]1[CH:3]=[CH:4][CH:5]=[C:6]2[C:10]=1[N:9]([CH3:11])[CH:8]=[C:7]2[CH:12]=O.[CH3:14][N:15]1C2C(=CC=CC=2)C(C)=C1C=O. No catalyst specified. The product is [F:1][C:2]1[CH:3]=[CH:4][CH:5]=[C:6]2[C:10]=1[N:9]([CH3:11])[CH:8]=[C:7]2[CH2:12][NH:15][CH3:14]. The yield is 0.720. (6) The reactants are [C:1]1([OH:7])[CH:6]=[CH:5][CH:4]=[CH:3][CH:2]=1.CC(C)([O-])C.[Na+].Cl[C:15]1[C:20]([Cl:21])=[CH:19][C:18]([NH2:22])=[C:17]([N+:23]([O-:25])=[O:24])[CH:16]=1.O. The catalyst is CN(C=O)C. The product is [Cl:21][C:20]1[C:15]([O:7][C:1]2[CH:6]=[CH:5][CH:4]=[CH:3][CH:2]=2)=[CH:16][C:17]([N+:23]([O-:25])=[O:24])=[C:18]([NH2:22])[CH:19]=1. The yield is 0.640. (7) The reactants are [CH3:1][N:2]([S:21]([C:24]1[S:25][CH:26]=[CH:27][N:28]=1)(=[O:23])=[O:22])[C:3]1[CH:4]=[CH:5][CH:6]=[C:7]2[C:11]=1[NH:10][C:9]([C:12]1[S:13][CH:14]([CH2:17][C:18](O)=[O:19])[CH2:15][N:16]=1)=[CH:8]2.Cl.C[N:31](C)CCCN=C=NCC.CN(C)C=O. The catalyst is C(OCC)(=O)C.O. The product is [CH3:1][N:2]([S:21]([C:24]1[S:25][CH:26]=[CH:27][N:28]=1)(=[O:23])=[O:22])[C:3]1[CH:4]=[CH:5][CH:6]=[C:7]2[C:11]=1[NH:10][C:9]([C:12]1[S:13][CH:14]([CH2:17][C:18]([NH2:31])=[O:19])[CH2:15][N:16]=1)=[CH:8]2. The yield is 0.670. (8) The reactants are C(OC([N:8]1[CH2:13][CH2:12][C:11]2[N:14]([CH2:27][CH2:28][CH2:29]O)[N:15]=[C:16]([C:17]3[CH:22]=[CH:21][C:20]([C:23]([F:26])([F:25])[F:24])=[CH:19][CH:18]=3)[C:10]=2[CH2:9]1)=O)(C)(C)C.CCN(C(C)C)C(C)C.[CH3:40][S:41](Cl)(=[O:43])=[O:42].S([O-])(=O)(=O)C.[O:50]=[C:51]1[N:55]([CH2:56][C:57]#[N:58])[C:54]2[CH:59]=[CH:60][CH:61]=[CH:62][C:53]=2[N:52]1[CH:63]1[CH2:68][CH2:67][NH:66][CH2:65][CH2:64]1. The yield is 0.140. The catalyst is C(Cl)Cl.C(O)(C(F)(F)F)=O.CCOC(C)=O.CN(C=O)C. The product is [CH3:40][S:41]([N:8]1[CH2:13][CH2:12][C:11]2[N:14]([CH2:27][CH2:28][CH2:29][N:66]3[CH2:67][CH2:68][CH:63]([N:52]4[C:53]5[CH:62]=[CH:61][CH:60]=[CH:59][C:54]=5[N:55]([CH2:56][C:57]#[N:58])[C:51]4=[O:50])[CH2:64][CH2:65]3)[N:15]=[C:16]([C:17]3[CH:22]=[CH:21][C:20]([C:23]([F:26])([F:24])[F:25])=[CH:19][CH:18]=3)[C:10]=2[CH2:9]1)(=[O:43])=[O:42]. (9) The reactants are Cl.[NH2:2][OH:3].[OH-].[K+].NO.[O:8]=[C:9]1[C:18]2[C:13](=[CH:14][CH:15]=[C:16]([C:19](OC)=[O:20])[CH:17]=2)[N:12]=[CH:11][N:10]1[C:23]([C:26]1[CH:31]=[CH:30][CH:29]=[CH:28][CH:27]=1)([CH3:25])[CH3:24].C(O)(=O)C. The catalyst is CO.CN(C=O)C. The product is [OH:3][NH:2][C:19]([C:16]1[CH:17]=[C:18]2[C:13](=[CH:14][CH:15]=1)[N:12]=[CH:11][N:10]([C:23]([C:26]1[CH:31]=[CH:30][CH:29]=[CH:28][CH:27]=1)([CH3:25])[CH3:24])[C:9]2=[O:8])=[O:20]. The yield is 0.750.